Dataset: TCR-epitope binding with 47,182 pairs between 192 epitopes and 23,139 TCRs. Task: Binary Classification. Given a T-cell receptor sequence (or CDR3 region) and an epitope sequence, predict whether binding occurs between them. (1) The epitope is IQYIDIGNY. The TCR CDR3 sequence is CASALVVLDTEAFF. Result: 0 (the TCR does not bind to the epitope). (2) The epitope is NQKLIANQF. The TCR CDR3 sequence is CASSQATGELFF. Result: 0 (the TCR does not bind to the epitope). (3) The epitope is RILGAGCFV. The TCR CDR3 sequence is CASSLGQGLGSNQPQHF. Result: 0 (the TCR does not bind to the epitope). (4) The epitope is NLWNTFTRL. The TCR CDR3 sequence is CASPYMDARSEAFF. Result: 0 (the TCR does not bind to the epitope). (5) The epitope is HLVDFQVTI. The TCR CDR3 sequence is CASSLGVYEQYF. Result: 0 (the TCR does not bind to the epitope). (6) The TCR CDR3 sequence is CASSLGTNYEQYF. Result: 1 (the TCR binds to the epitope). The epitope is NLNESLIDL. (7) Result: 0 (the TCR does not bind to the epitope). The TCR CDR3 sequence is CASSQDLPMGEQYF. The epitope is NLWNTFTRL.